From a dataset of Forward reaction prediction with 1.9M reactions from USPTO patents (1976-2016). Predict the product of the given reaction. (1) Given the reactants [BH4-].[Li+].Cl[Si](C)(C)C.[CH:8]1([C:11]2[N:16]=[C:15]([O:17][CH3:18])[C:14](/[CH:19]=[CH:20]/[N+:21]([O-])=O)=[CH:13][CH:12]=2)[CH2:10][CH2:9]1, predict the reaction product. The product is: [CH:8]1([C:11]2[N:16]=[C:15]([O:17][CH3:18])[C:14]([CH2:19][CH2:20][NH2:21])=[CH:13][CH:12]=2)[CH2:10][CH2:9]1. (2) Given the reactants C(O[N:9]1[CH:14]=[CH:13][CH:12]=[CH:11][C:10]1=[O:15])C1C=CC=CC=1.Br[C:17]1[CH:18]=[CH:19][C:20]2[C:21]3[CH:33]4[N:29]([CH2:30][CH2:31][CH2:32]4)[CH2:28][CH2:27][C:22]=3[N:23]([CH3:26])[C:24]=2[CH:25]=1.BrC1C=C2C([C:39]3[CH2:51][CH2:50][N:49]4[CH:45]([CH2:46]CC4)[C:40]=3N2C)=CC=1.[ClH:52].[CH3:53][OH:54], predict the reaction product. The product is: [ClH:52].[ClH:52].[CH3:26][N:23]1[C:24]2[CH:25]=[C:17]([N:9]3[CH:14]=[CH:13][C:12]([O:54][CH2:53][C:51]4[CH:50]=[N:49][C:45]([CH3:46])=[CH:40][CH:39]=4)=[CH:11][C:10]3=[O:15])[CH:18]=[CH:19][C:20]=2[C:21]2[CH:33]3[N:29]([CH2:28][CH2:27][C:22]1=2)[CH2:30][CH2:31][CH2:32]3. (3) The product is: [C:16]([O:20][C:21](=[O:40])[N:22]([CH2:29][C:30]1[CH:39]=[CH:38][C:33]2[O:34][CH2:35][CH2:36][O:37][C:32]=2[CH:31]=1)[CH:23]1[CH2:28][CH2:27][N:26]([CH2:13][CH2:12][N:9]2[C:10]3[C:5](=[CH:4][CH:3]=[C:2]([CH3:1])[CH:11]=3)[CH:6]=[CH:7][C:8]2=[O:15])[CH2:25][CH2:24]1)([CH3:19])([CH3:17])[CH3:18]. Given the reactants [CH3:1][C:2]1[CH:11]=[C:10]2[C:5]([CH:6]=[CH:7][C:8](=[O:15])[N:9]2[CH2:12][CH:13]=O)=[CH:4][CH:3]=1.[C:16]([O:20][C:21](=[O:40])[N:22]([CH2:29][C:30]1[CH:39]=[CH:38][C:33]2[O:34][CH2:35][CH2:36][O:37][C:32]=2[CH:31]=1)[CH:23]1[CH2:28][CH2:27][NH:26][CH2:25][CH2:24]1)([CH3:19])([CH3:18])[CH3:17].C(O[BH-](OC(=O)C)OC(=O)C)(=O)C.[Na+].C(=O)([O-])O.[Na+], predict the reaction product. (4) The product is: [Cl:16][C:17]1[CH:18]=[CH:19][C:20]([N:23]2[CH2:28][CH2:27][N:26]([CH:4]3[C:5]4[C:10](=[CH:9][CH:8]=[C:7]([C:12]#[N:13])[CH:6]=4)[O:11][C:2]([CH3:15])([CH3:1])[CH:3]3[OH:14])[CH2:25][CH2:24]2)=[CH:21][CH:22]=1. Given the reactants [CH3:1][C:2]1([CH3:15])[O:11][C:10]2[C:5](=[CH:6][C:7]([C:12]#[N:13])=[CH:8][CH:9]=2)[CH:4]2[O:14][CH:3]12.[Cl:16][C:17]1[CH:22]=[CH:21][C:20]([N:23]2[CH2:28][CH2:27][NH:26][CH2:25][CH2:24]2)=[CH:19][CH:18]=1, predict the reaction product. (5) Given the reactants [CH2:1]([O:8][CH2:9][C:10]1([C:23]([O:25]CC)=[O:24])[CH2:15][CH2:14][N:13]([C:16]([O:18][C:19]([CH3:22])([CH3:21])[CH3:20])=[O:17])[CH2:12][CH2:11]1)[C:2]1[CH:7]=[CH:6][CH:5]=[CH:4][CH:3]=1.C1COCC1.Cl, predict the reaction product. The product is: [CH2:1]([O:8][CH2:9][C:10]1([C:23]([OH:25])=[O:24])[CH2:15][CH2:14][N:13]([C:16]([O:18][C:19]([CH3:20])([CH3:21])[CH3:22])=[O:17])[CH2:12][CH2:11]1)[C:2]1[CH:7]=[CH:6][CH:5]=[CH:4][CH:3]=1. (6) Given the reactants [CH2:1]([O:3][C:4](=[O:14])[C:5]#[C:6][C:7]1[CH:12]=[CH:11][CH:10]=[C:9]([CH3:13])[N:8]=1)[CH3:2].[I-].[NH2:16][N+:17]1[CH:22]=[CH:21][CH:20]=[CH:19][CH:18]=1.C1CCN2C(=NCCC2)CC1, predict the reaction product. The product is: [CH2:1]([O:3][C:4]([C:5]1[C:6]([C:7]2[CH:12]=[CH:11][CH:10]=[C:9]([CH3:13])[N:8]=2)=[N:16][N:17]2[CH:22]=[CH:21][CH:20]=[CH:19][C:18]=12)=[O:14])[CH3:2].